This data is from Retrosynthesis with 50K atom-mapped reactions and 10 reaction types from USPTO. The task is: Predict the reactants needed to synthesize the given product. Given the product O=C1NC=C(C(=O)Nc2ccc3[nH]ncc3c2)C(c2ccc(F)cc2)N1, predict the reactants needed to synthesize it. The reactants are: COC(=O)C1=CNC(=O)NC1c1ccc(F)cc1.Nc1ccc2[nH]ncc2c1.